Dataset: Forward reaction prediction with 1.9M reactions from USPTO patents (1976-2016). Task: Predict the product of the given reaction. (1) Given the reactants [NH2:1][C:2]1[CH:10]=[CH:9][C:8]([C:11]2[CH:12]=[C:13]3[C:19]([C:20]4[CH:25]=[CH:24][CH:23]=[CH:22][C:21]=4[O:26][CH3:27])=[N:18][NH:17][C:14]3=[N:15][CH:16]=2)=[CH:7][C:3]=1[C:4]([OH:6])=O.F[P-](F)(F)(F)(F)F.N1(OC(N(C)C)=[N+](C)C)[C:39]2[N:40]=[CH:41][CH:42]=C[C:38]=2N=N1.C(N(C(C)C)CC)(C)C.C(NCC)C.C(=O)(O)[O-].[Na+], predict the reaction product. The product is: [NH2:1][C:2]1[CH:10]=[CH:9][C:8]([C:11]2[CH:12]=[C:13]3[C:19]([C:20]4[CH:25]=[CH:24][CH:23]=[CH:22][C:21]=4[O:26][CH3:27])=[N:18][NH:17][C:14]3=[N:15][CH:16]=2)=[CH:7][C:3]=1[C:4]([N:40]([CH2:41][CH3:42])[CH2:39][CH3:38])=[O:6]. (2) Given the reactants [NH2:1][CH2:2][C@@H:3]1[CH2:7][CH2:6][N:5]([C:8]2[C:17]3[C:12](=[CH:13][C:14]([CH3:18])=[CH:15][CH:16]=3)[N:11]=[C:10]([C:19]3[CH:24]=[CH:23][CH:22]=[CH:21][C:20]=3[OH:25])[N:9]=2)[CH2:4]1.CN(C=O)C.C(N(CC)CC)C.Cl[C:39]([O:41][CH2:42][C:43]([CH3:46])([CH3:45])[CH3:44])=[O:40], predict the reaction product. The product is: [OH:25][C:20]1[CH:21]=[CH:22][CH:23]=[CH:24][C:19]=1[C:10]1[N:9]=[C:8]([N:5]2[CH2:6][CH2:7][C@@H:3]([CH2:2][NH:1][C:39](=[O:40])[O:41][CH2:42][C:43]([CH3:46])([CH3:45])[CH3:44])[CH2:4]2)[C:17]2[C:12](=[CH:13][C:14]([CH3:18])=[CH:15][CH:16]=2)[N:11]=1.